From a dataset of Reaction yield outcomes from USPTO patents with 853,638 reactions. Predict the reaction yield, written as a fraction of the theoretical maximum amount of product (1.0 means a 100% yield; for example, 0.34 means a 34% yield). (1) The reactants are [Br:1][C:2]1[CH:3]=[C:4]([N+:9]([O-])=O)[CH:5]=[C:6]([Br:8])[CH:7]=1. The catalyst is CC(O)=O. The product is [Br:1][C:2]1[CH:3]=[C:4]([CH:5]=[C:6]([Br:8])[CH:7]=1)[NH2:9]. The yield is 0.857. (2) The catalyst is CO.[Pd]. The yield is 0.850. The product is [F:24][C:21]1[C:22]2[CH:23]=[C:15]3[C:14]4[N:25]=[C:26]([C:29]5[C:30]([N:49]([CH3:54])[S:50]([CH3:53])(=[O:52])=[O:51])=[CH:31][C:32]6[O:36][C:35]([C:37]7[CH:42]=[CH:41][C:40]([F:43])=[CH:39][CH:38]=7)=[C:34]([C:44]([NH:46][CH3:47])=[O:45])[C:33]=6[CH:48]=5)[CH:27]=[CH:28][C:13]=4[O:12][CH:11]([CH2:10][CH2:9][OH:8])[N:16]3[C:17]=2[CH:18]=[CH:19][CH:20]=1. The reactants are C([O:8][CH2:9][CH2:10][CH:11]1[N:16]2[C:17]3[CH:18]=[CH:19][CH:20]=[C:21]([F:24])[C:22]=3[CH:23]=[C:15]2[C:14]2[N:25]=[C:26]([C:29]3[C:30]([N:49]([CH3:54])[S:50]([CH3:53])(=[O:52])=[O:51])=[CH:31][C:32]4[O:36][C:35]([C:37]5[CH:42]=[CH:41][C:40]([F:43])=[CH:39][CH:38]=5)=[C:34]([C:44]([NH:46][CH3:47])=[O:45])[C:33]=4[CH:48]=3)[CH:27]=[CH:28][C:13]=2[O:12]1)C1C=CC=CC=1. (3) The reactants are [OH:1][C:2]1[CH:3]=[C:4]([CH:10]=[CH:11][CH:12]=1)[C:5]([O:7][CH2:8][CH3:9])=[O:6].BrC[CH2:15][CH:16]1[O:20][CH2:19][CH2:18][O:17]1.C(=O)([O-])[O-].[K+].[K+].[I-].[Na+]. The catalyst is CN(C=O)C. The product is [CH2:8]([O:7][C:5](=[O:6])[C:4]1[CH:10]=[CH:11][CH:12]=[C:2]([O:1][CH2:15][CH:16]2[O:20][CH2:19][CH2:18][O:17]2)[CH:3]=1)[CH3:9]. The yield is 0.960. (4) The reactants are [Cl:1][C:2]1[N:3]=[C:4]([N:13]2[CH2:18][CH2:17][O:16][CH2:15][CH2:14]2)[C:5]2[S:10]C(C#N)=[CH:8][C:6]=2[N:7]=1.[NH2:19][OH:20].Cl.C(Cl)Cl.[CH3:25][CH2:26][OH:27]. No catalyst specified. The product is [Cl:1][C:2]1[N:3]=[C:4]([N:13]2[CH2:18][CH2:17][O:16][CH2:15][CH2:14]2)[C:5]2[S:10][C:25]([C:26]([NH:19][OH:20])=[O:27])=[CH:8][C:6]=2[N:7]=1. The yield is 0.800. (5) The reactants are [Br:1][C:2]1[CH:7]=[CH:6][C:5]([N:8]([CH3:10])[CH3:9])=[CH:4][C:3]=1[CH2:11][OH:12].[H-].[Na+].[CH3:15]I. The catalyst is C1COCC1. The product is [Br:1][C:2]1[CH:7]=[CH:6][C:5]([N:8]([CH3:9])[CH3:10])=[CH:4][C:3]=1[CH2:11][O:12][CH3:15]. The yield is 1.00.